Predict the reaction yield, written as a fraction of the theoretical maximum amount of product (1.0 means a 100% yield; for example, 0.34 means a 34% yield). From a dataset of Reaction yield outcomes from USPTO patents with 853,638 reactions. The reactants are [F:1][C:2]1[C:3]([O:18][CH3:19])=[CH:4][C:5]2[S:9][C:8]([C:10]3[C:14]([CH3:15])=[N:13][NH:12][C:11]=3[NH2:16])=[N:7][C:6]=2[CH:17]=1.S(Cl)([Cl:23])(=O)=O. No catalyst specified. The product is [Cl:23][C:4]1[C:5]2[S:9][C:8]([C:10]3[C:11]([NH2:16])=[N:12][NH:13][C:14]=3[CH3:15])=[N:7][C:6]=2[CH:17]=[C:2]([F:1])[C:3]=1[O:18][CH3:19]. The yield is 0.620.